From a dataset of Forward reaction prediction with 1.9M reactions from USPTO patents (1976-2016). Predict the product of the given reaction. (1) Given the reactants Cl.Cl.C([C:6]1[CH:7]=[C:8](/[CH:12]=[CH:13]/[CH2:14][N:15]([C:20]2[CH:25]=[CH:24][C:23]([O:26][CH:27]3[CH2:32][CH2:31][N:30]([C:33]4[CH2:37][CH2:36][CH2:35][N:34]=4)[CH2:29][CH2:28]3)=[C:22]([C:38](=[O:40])[NH2:39])[CH:21]=2)[S:16]([CH3:19])(=[O:18])=[O:17])[CH:9]=[CH:10][CH:11]=1)(=N)N.C(OC1C=CC([N+]([O-])=O)=CC=1)(=[O:43])C.[CH2:54]([N:56](CC)CC)[CH3:55].[C:61](#[N:63])C, predict the reaction product. The product is: [C:54]([NH:56][C:6]1[C:7]([CH:61]=[NH:63])=[C:8](/[CH:12]=[CH:13]/[CH2:14][N:15]([C:20]2[CH:25]=[CH:24][C:23]([O:26][CH:27]3[CH2:32][CH2:31][N:30]([C:33]4[CH2:37][CH2:36][CH2:35][N:34]=4)[CH2:29][CH2:28]3)=[C:22]([C:38](=[O:40])[NH2:39])[CH:21]=2)[S:16]([CH3:19])(=[O:17])=[O:18])[CH:9]=[CH:10][CH:11]=1)(=[O:43])[CH3:55]. (2) Given the reactants [NH:1]1[CH2:6][CH2:5][O:4][CH2:3][CH2:2]1.C(N1CC[C@@H](N)C1)(OC(C)(C)C)=O.Br[C:21]1[CH:22]=[CH:23][C:24]([CH2:27][N:28]2[C:36]3[C:31](=[CH:32][CH:33]=[CH:34][CH:35]=3)[C:30]3([C:48]4[C:39](=[CH:40][C:41]5[O:46][CH2:45][CH2:44][O:43][C:42]=5[CH:47]=4)[O:38][CH2:37]3)[C:29]2=[O:49])=[N:25][CH:26]=1.BrC1C=CC(CN2C3C(=CC=CC=3)C3(C4C=C(F)C(F)=CC=4OC3)C2=O)=CC=1, predict the reaction product. The product is: [N:1]1([C:21]2[CH:22]=[CH:23][C:24]([CH2:27][N:28]3[C:36]4[C:31](=[CH:32][CH:33]=[CH:34][CH:35]=4)[C:30]4([C:48]5[C:39](=[CH:40][C:41]6[O:46][CH2:45][CH2:44][O:43][C:42]=6[CH:47]=5)[O:38][CH2:37]4)[C:29]3=[O:49])=[N:25][CH:26]=2)[CH2:6][CH2:5][O:4][CH2:3][CH2:2]1.